From a dataset of hERG potassium channel inhibition data for cardiac toxicity prediction from Karim et al.. Regression/Classification. Given a drug SMILES string, predict its toxicity properties. Task type varies by dataset: regression for continuous values (e.g., LD50, hERG inhibition percentage) or binary classification for toxic/non-toxic outcomes (e.g., AMES mutagenicity, cardiotoxicity, hepatotoxicity). Dataset: herg_karim. (1) The drug is O=C(c1ccc(F)cc1)N1CCN(c2ccc(OCCCN3CCCC3)cc2)C(=O)C1. The result is 1 (blocker). (2) The molecule is O=C(NC(c1ccccc1)c1ccccc1)[C@@H]1CC[C@@H](N2CCOCC2)C[C@H]1c1ccc(Br)cc1. The result is 1 (blocker). (3) The drug is Cc1ncccc1-c1nnc(SCCCN2C[C@@H]3C[C@]3(c3ccc(C(F)(F)F)cc3)C2)n1C. The result is 1 (blocker). (4) The compound is COc1ccc(N(C(C)=O)c2cc3c(cc2[N+](=O)[O-])OC(C)(C)C(O)C3NC2CC2)cc1. The result is 0 (non-blocker). (5) The molecule is CC(C)(C)OC(=O)NCCN1CC2CN(C[C@H](O)COc3ccc(C#N)cc3)CC(C1)O2. The result is 1 (blocker).